From a dataset of Forward reaction prediction with 1.9M reactions from USPTO patents (1976-2016). Predict the product of the given reaction. (1) Given the reactants [S:1]1[CH:5]=[C:4]([CH:6]=O)[C:3]([CH:8]=O)=[CH:2]1.C([NH:13][CH:14](P(OC)(OC)=O)[C:15]([O:17][CH3:18])=[O:16])(=O)C.C1CCN2C(=NCCC2)CC1.S1C=CC=C1.FC(F)(F)C(OC(=O)C(F)(F)F)=O, predict the reaction product. The product is: [CH:5]1[S:1][CH:2]=[C:3]2[C:4]=1[CH:6]=[C:14]([C:15]([O:17][CH3:18])=[O:16])[N:13]=[CH:8]2. (2) Given the reactants [Br:1][C:2]1[CH:10]=[CH:9][C:5]([CH:6]=[N:7][OH:8])=[CH:4][CH:3]=1.[CH2:11]([OH:14])[CH:12]=[CH2:13], predict the reaction product. The product is: [Br:1][C:2]1[CH:10]=[CH:9][C:5]([C:6]2[CH2:13][CH:12]([CH2:11][OH:14])[O:8][N:7]=2)=[CH:4][CH:3]=1. (3) Given the reactants [Cl:1][C:2]1[CH:3]=[C:4]([CH2:14][C:15]2[O:19][C:18]([C:20]([OH:22])=O)=[CH:17][CH:16]=2)[C:5]2[O:9][C:8]([CH:10]([CH3:12])[CH3:11])=[CH:7][C:6]=2[CH:13]=1.[NH2:23][C:24]1[CH:31]=[CH:30][C:27]([CH2:28][OH:29])=[CH:26][CH:25]=1.OC1C2N=NNC=2C=CC=1.CCN=C=NCCCN(C)C, predict the reaction product. The product is: [Cl:1][C:2]1[CH:3]=[C:4]([CH2:14][C:15]2[O:19][C:18]([C:20]([NH:23][C:24]3[CH:31]=[CH:30][C:27]([CH2:28][OH:29])=[CH:26][CH:25]=3)=[O:22])=[CH:17][CH:16]=2)[C:5]2[O:9][C:8]([CH:10]([CH3:11])[CH3:12])=[CH:7][C:6]=2[CH:13]=1. (4) Given the reactants [N:1]([CH:4]([C:21]1[CH:26]=[CH:25][N:24]=[CH:23][CH:22]=1)[CH2:5][N:6]1[C:14]2[C:9](=[CH:10][C:11]([CH3:15])=[CH:12][CH:13]=2)[C:8]2[CH2:16][CH2:17][N:18]([CH3:20])[CH2:19][C:7]1=2)=[N+]=[N-].[Cl-].[NH4+], predict the reaction product. The product is: [CH3:20][N:18]1[CH2:17][CH2:16][C:8]2[C:9]3[C:14](=[CH:13][CH:12]=[C:11]([CH3:15])[CH:10]=3)[N:6]([CH2:5][CH:4]([C:21]3[CH:22]=[CH:23][N:24]=[CH:25][CH:26]=3)[NH2:1])[C:7]=2[CH2:19]1. (5) The product is: [CH3:1][O:2][C:3]([C:5]1[CH:10]=[CH:9][CH:8]=[CH:7][C:6]=1/[CH:11]=[CH:12]/[C@H:13]1[NH:18][CH2:17][C@@H:16]([C:19]([O:21][CH3:22])=[O:20])[CH2:15][CH2:14]1)=[O:4]. Given the reactants [CH3:1][O:2][C:3]([C:5]1[CH:10]=[CH:9][CH:8]=[CH:7][C:6]=1[C:11]#[C:12][C@H:13]1[NH:18][CH2:17][C@@H:16]([C:19]([O:21][CH3:22])=[O:20])[CH2:15][CH2:14]1)=[O:4].[H][H], predict the reaction product. (6) Given the reactants [Br:1][C:2]1[CH:3]=[CH:4][CH:5]=[C:6]2[C:28]=1[C:9]1([CH2:14][CH2:13][N:12]([C:15]([NH:17][CH:18]3[CH:25]4[CH2:26][CH:21]5[CH2:22][CH:23]([CH2:27][CH:19]3[CH2:20]5)[CH2:24]4)=[O:16])[CH2:11][CH2:10]1)[CH2:8][CH:7]2[C:29]([CH3:33])([CH3:32])[CH:30]=[O:31].CC(C)=[O:36], predict the reaction product. The product is: [Br:1][C:2]1[CH:3]=[CH:4][CH:5]=[C:6]2[C:28]=1[C:9]1([CH2:10][CH2:11][N:12]([C:15](=[O:16])[NH:17][CH:18]3[CH:25]4[CH2:26][CH:21]5[CH2:22][CH:23]([CH2:27][CH:19]3[CH2:20]5)[CH2:24]4)[CH2:13][CH2:14]1)[CH2:8][CH:7]2[C:29]([CH3:33])([CH3:32])[C:30]([OH:36])=[O:31]. (7) Given the reactants Cl[C:2]1[CH:7]=[C:6]([CH3:8])[N:5]=[C:4]([C:9]2[CH:14]=[CH:13][CH:12]=[CH:11][N:10]=2)[N:3]=1.[F:15][C:16]([F:26])([F:25])[C:17]1[CH:18]=[C:19]([CH:22]=[CH:23][CH:24]=1)[CH2:20][NH2:21].Cl.N, predict the reaction product. The product is: [CH3:8][C:6]1[N:5]=[C:4]([C:9]2[CH:14]=[CH:13][CH:12]=[CH:11][N:10]=2)[N:3]=[C:2]([NH:21][CH2:20][C:19]2[CH:22]=[CH:23][CH:24]=[C:17]([C:16]([F:15])([F:25])[F:26])[CH:18]=2)[CH:7]=1. (8) Given the reactants F[C:2]1[CH:9]=[C:8]([N:10]2[C:22]3[CH:21]=[CH:20][CH:19]=[C:18]([C:23]4[NH:27][C:26]5[CH:28]=[C:29]([F:32])[CH:30]=[CH:31][C:25]=5[N:24]=4)[C:17]=3[C:16]3[C:11]2=[CH:12][CH:13]=[CH:14][CH:15]=3)[CH:7]=[CH:6][C:3]=1[C:4]#[N:5].C(=O)([O-])[O-:34].[K+].[K+].[C:39]([NH:42][CH2:43][CH2:44][NH2:45])(=[O:41])[CH3:40].[OH-].[Na+].OO, predict the reaction product. The product is: [C:39]([NH:42][CH2:43][CH2:44][NH:45][C:2]1[CH:9]=[C:8]([N:10]2[C:22]3[CH:21]=[CH:20][CH:19]=[C:18]([C:23]4[NH:27][C:26]5[CH:28]=[C:29]([F:32])[CH:30]=[CH:31][C:25]=5[N:24]=4)[C:17]=3[C:16]3[C:11]2=[CH:12][CH:13]=[CH:14][CH:15]=3)[CH:7]=[CH:6][C:3]=1[C:4]([NH2:5])=[O:34])(=[O:41])[CH3:40]. (9) The product is: [ClH:1].[Cl:1][C:2]1[CH:3]=[CH:4][C:5]2[O:9][C:8](=[O:10])[N:7]([CH2:11][C:12]([N:14]([CH2:16][C:17]3[N:21]([CH2:22][CH2:23][OH:24])[C:20]4[CH:28]=[C:29]([Cl:33])[C:30]([Cl:32])=[CH:31][C:19]=4[N:18]=3)[CH3:15])=[O:13])[C:6]=2[CH:34]=1. Given the reactants [Cl:1][C:2]1[CH:3]=[CH:4][C:5]2[O:9][C:8](=[O:10])[N:7]([CH2:11][C:12]([N:14]([CH2:16][C:17]3[N:21]([CH2:22][CH2:23][O:24]COC)[C:20]4[CH:28]=[C:29]([Cl:33])[C:30]([Cl:32])=[CH:31][C:19]=4[N:18]=3)[CH3:15])=[O:13])[C:6]=2[CH:34]=1.Cl.CCOC(C)=O, predict the reaction product. (10) Given the reactants [C:1]([O:5][C:6](=[O:15])[NH:7][C@H:8]1[C@H:13]([NH2:14])[CH2:12][CH2:11][O:10][CH2:9]1)([CH3:4])([CH3:3])[CH3:2].C(=O)([O-])[O-].[K+].[K+].Br[CH2:23][CH2:24][CH2:25][CH2:26]Br, predict the reaction product. The product is: [C:1]([O:5][C:6](=[O:15])[NH:7][C@H:8]1[C@H:13]([N:14]2[CH2:26][CH2:25][CH2:24][CH2:23]2)[CH2:12][CH2:11][O:10][CH2:9]1)([CH3:4])([CH3:2])[CH3:3].